This data is from Forward reaction prediction with 1.9M reactions from USPTO patents (1976-2016). The task is: Predict the product of the given reaction. (1) Given the reactants [F:1][C:2]1[CH:7]=[CH:6][CH:5]=[CH:4][C:3]=1[CH2:8][NH2:9].[CH:10]1([C:13](=O)[CH3:14])[CH2:12][CH2:11]1.[BH4-].[Na+], predict the reaction product. The product is: [CH:10]1([CH:13]([NH:9][CH2:8][C:3]2[CH:4]=[CH:5][CH:6]=[CH:7][C:2]=2[F:1])[CH3:14])[CH2:12][CH2:11]1. (2) The product is: [N:23]1([C:21]2[S:22][C:18]([C:8]3[CH:9]=[CH:10][C:11]([N:13]4[CH:17]=[CH:16][CH:15]=[N:14]4)=[CH:12][C:7]=3[OH:6])=[N:19][N:20]=2)[CH2:24][CH2:25][NH:26][CH2:27][CH2:28]1. Given the reactants B(Br)(Br)Br.C[O:6][C:7]1[CH:12]=[C:11]([N:13]2[CH:17]=[CH:16][CH:15]=[N:14]2)[CH:10]=[CH:9][C:8]=1[C:18]1[S:22][C:21]([N:23]2[CH2:28][CH2:27][N:26](C(OC(C)(C)C)=O)[CH2:25][CH2:24]2)=[N:20][N:19]=1, predict the reaction product. (3) Given the reactants [CH2:1]([O:3][C:4]([N:6]1[CH2:11][CH2:10][N:9]([C:12](=[O:42])[C@@H:13]([NH:22][C:23]([C:25]2[CH:29]=[C:28]([O:30][CH2:31][C:32](O)=[O:33])[N:27]([C:35]3[CH:40]=[CH:39][CH:38]=[C:37]([F:41])[CH:36]=3)[N:26]=2)=[O:24])[CH2:14][C:15]([O:17][C:18]([CH3:21])([CH3:20])[CH3:19])=[O:16])[CH2:8][CH2:7]1)=[O:5])[CH3:2].C1C=CC2N(O)N=NC=2C=1.CCN(C(C)C)C(C)C.Cl.[CH2:63]([O:70][C:71](=[O:77])[C@@H:72]1[CH2:76][CH2:75][CH2:74][NH:73]1)[C:64]1[CH:69]=[CH:68][CH:67]=[CH:66][CH:65]=1, predict the reaction product. The product is: [CH2:1]([O:3][C:4]([N:6]1[CH2:7][CH2:8][N:9]([C:12](=[O:42])[C@@H:13]([NH:22][C:23]([C:25]2[CH:29]=[C:28]([O:30][CH2:31][C:32]([N:73]3[CH2:74][CH2:75][CH2:76][C@H:72]3[C:71]([O:70][CH2:63][C:64]3[CH:69]=[CH:68][CH:67]=[CH:66][CH:65]=3)=[O:77])=[O:33])[N:27]([C:35]3[CH:40]=[CH:39][CH:38]=[C:37]([F:41])[CH:36]=3)[N:26]=2)=[O:24])[CH2:14][C:15]([O:17][C:18]([CH3:19])([CH3:20])[CH3:21])=[O:16])[CH2:10][CH2:11]1)=[O:5])[CH3:2]. (4) Given the reactants [H-].[Na+].[CH2:3]([OH:7])[C:4]#[C:5][CH3:6].Cl[C:9]1[C:14]([F:15])=[C:13]([N:16]2[CH2:21][C@H:20]([CH3:22])[CH2:19][C@H:18]([CH3:23])[CH2:17]2)[N:12]=[CH:11][N:10]=1.[Cl-].[NH4+], predict the reaction product. The product is: [CH2:3]([O:7][C:9]1[C:14]([F:15])=[C:13]([N:16]2[CH2:21][C@H:20]([CH3:22])[CH2:19][C@H:18]([CH3:23])[CH2:17]2)[N:12]=[CH:11][N:10]=1)[C:4]#[C:5][CH3:6]. (5) Given the reactants [C:1]([C:9]1[C:17]2[C:12](=[CH:13][CH:14]=[C:15]([NH:18][C:19]3[CH:28]=[CH:27][C:26]([Cl:29])=[CH:25][C:20]=3[C:21]([O:23][CH3:24])=[O:22])[CH:16]=2)[N:11]([CH2:30][C:31]2[CH:36]=[CH:35][CH:34]=[CH:33][CH:32]=2)[CH:10]=1)(=O)[C:2]1[CH:7]=[CH:6][CH:5]=[CH:4][CH:3]=1.C(OCC)(=O)C.O, predict the reaction product. The product is: [Cl:29][C:26]1[CH:27]=[CH:28][C:19]([NH:18][C:15]2[CH:16]=[C:17]3[C:12](=[CH:13][CH:14]=2)[N:11]([CH2:30][C:31]2[CH:36]=[CH:35][CH:34]=[CH:33][CH:32]=2)[CH:10]=[C:9]3[CH2:1][C:2]2[CH:7]=[CH:6][CH:5]=[CH:4][CH:3]=2)=[C:20]([CH:25]=1)[C:21]([O:23][CH3:24])=[O:22]. (6) Given the reactants [C:1]([C:5]1[N:10]=[C:9]([O:11][CH2:12][CH3:13])[C:8]([C:14]2[N:15]([C:33](Cl)=[O:34])[CH:16]([C:26]3[CH:31]=[CH:30][C:29]([Cl:32])=[CH:28][CH:27]=3)[CH:17]([C:19]3[CH:24]=[CH:23][C:22]([Cl:25])=[CH:21][CH:20]=3)[N:18]=2)=[CH:7][N:6]=1)([CH3:4])([CH3:3])[CH3:2].[N:36]1([C:42](=[O:50])[CH2:43][N:44]2[CH2:49][CH2:48][NH:47][CH2:46][CH2:45]2)[CH2:41][CH2:40][O:39][CH2:38][CH2:37]1, predict the reaction product. The product is: [C:1]([C:5]1[N:10]=[C:9]([O:11][CH2:12][CH3:13])[C:8]([C:14]2[N:15]([C:33]([N:47]3[CH2:48][CH2:49][N:44]([CH2:43][C:42]([N:36]4[CH2:37][CH2:38][O:39][CH2:40][CH2:41]4)=[O:50])[CH2:45][CH2:46]3)=[O:34])[C@H:16]([C:26]3[CH:27]=[CH:28][C:29]([Cl:32])=[CH:30][CH:31]=3)[C@H:17]([C:19]3[CH:20]=[CH:21][C:22]([Cl:25])=[CH:23][CH:24]=3)[N:18]=2)=[CH:7][N:6]=1)([CH3:4])([CH3:3])[CH3:2].